Dataset: Forward reaction prediction with 1.9M reactions from USPTO patents (1976-2016). Task: Predict the product of the given reaction. (1) The product is: [Cl:1][C:2]1[CH:7]=[C:6]([C:8]([O:10][CH3:11])=[O:9])[CH:5]=[CH:4][C:3]=1[C:12]1[CH:17]=[C:16]([I:21])[C:15]([O:18][CH3:19])=[CH:14][C:13]=1[F:20]. Given the reactants [Cl:1][C:2]1[CH:7]=[C:6]([C:8]([O:10][CH3:11])=[O:9])[CH:5]=[CH:4][C:3]=1[C:12]1[CH:17]=[CH:16][C:15]([O:18][CH3:19])=[CH:14][C:13]=1[F:20].[I-:21].OS([O-])=O.[Na+], predict the reaction product. (2) Given the reactants C([O:8][C:9](=[O:35])[CH2:10][CH:11]([S:19]([N:22]1[CH2:27][CH2:26][CH:25]([CH2:28][C:29]2[CH:34]=[CH:33][CH:32]=[CH:31][CH:30]=2)[CH2:24][CH2:23]1)(=[O:21])=[O:20])[CH2:12][C:13]1[CH:18]=[CH:17][CH:16]=[CH:15][CH:14]=1)C1C=CC=CC=1, predict the reaction product. The product is: [CH2:28]([CH:25]1[CH2:26][CH2:27][N:22]([S:19]([CH:11]([CH2:12][C:13]2[CH:14]=[CH:15][CH:16]=[CH:17][CH:18]=2)[CH2:10][C:9]([OH:35])=[O:8])(=[O:21])=[O:20])[CH2:23][CH2:24]1)[C:29]1[CH:34]=[CH:33][CH:32]=[CH:31][CH:30]=1. (3) The product is: [C:12]([N:19]1[CH2:20][CH2:21][N:22]([C:25]2[CH:30]=[CH:29][CH:28]=[CH:27][C:26]=2[CH:31]([OH:32])[C:3]2[N:2]([CH3:1])[CH:6]=[CH:5][N:4]=2)[CH2:23][CH2:24]1)([O:14][C:15]([CH3:18])([CH3:17])[CH3:16])=[O:13]. Given the reactants [CH3:1][N:2]1[CH:6]=[CH:5][N:4]=[CH:3]1.[Li]CCCC.[C:12]([N:19]1[CH2:24][CH2:23][N:22]([C:25]2[CH:30]=[CH:29][CH:28]=[CH:27][C:26]=2[CH:31]=[O:32])[CH2:21][CH2:20]1)([O:14][C:15]([CH3:18])([CH3:17])[CH3:16])=[O:13].[NH4+].[Cl-], predict the reaction product. (4) Given the reactants Br[C:2]1[CH:3]=[C:4]([C:8]2[N:12]([CH3:13])[C:11]3[CH:14]=[CH:15][CH:16]=[CH:17][C:10]=3[N:9]=2)[CH:5]=[CH:6][CH:7]=1.[CH2:18]([O:20][C:21](=[O:28])[C@H:22]1[CH2:27][CH2:26][CH2:25][NH:24][CH2:23]1)[CH3:19].C(=O)([O-])[O-].[Cs+].[Cs+].C1(P(C2C=CC=CC=2)C2C=CC3C(=CC=CC=3)C=2C2C3C(=CC=CC=3)C=CC=2P(C2C=CC=CC=2)C2C=CC=CC=2)C=CC=CC=1, predict the reaction product. The product is: [CH2:18]([O:20][C:21]([C@H:22]1[CH2:27][CH2:26][CH2:25][N:24]([C:2]2[CH:7]=[CH:6][CH:5]=[C:4]([C:8]3[N:12]([CH3:13])[C:11]4[CH:14]=[CH:15][CH:16]=[CH:17][C:10]=4[N:9]=3)[CH:3]=2)[CH2:23]1)=[O:28])[CH3:19]. (5) Given the reactants [Br:1][C:2]1[C:12]([O:13][CH2:14][C:15]([CH2:17][CH3:18])=[O:16])=[C:11]([Br:19])[CH:10]=[CH:9][C:3]=1[C:4]([O:6]CC)=[O:5].[OH-].[Na+], predict the reaction product. The product is: [Br:1][C:2]1[C:12]([O:13][CH2:14][C:15]([CH2:17][CH3:18])=[O:16])=[C:11]([Br:19])[CH:10]=[CH:9][C:3]=1[C:4]([OH:6])=[O:5]. (6) Given the reactants [C:1]([O:5][C:6]([N:8]1[CH2:12][CH:11]([OH:13])[CH2:10][CH:9]1[C:14]1[N:15]([CH2:26][O:27][CH2:28][CH2:29][Si:30]([CH3:33])([CH3:32])[CH3:31])[CH:16]=[C:17]([C:19]2[CH:24]=[CH:23][C:22]([Br:25])=[CH:21][CH:20]=2)[N:18]=1)=[O:7])([CH3:4])([CH3:3])[CH3:2].[H-].[Na+].Br[CH2:37][CH2:38][O:39][CH3:40], predict the reaction product. The product is: [C:1]([O:5][C:6]([N:8]1[CH2:12][CH:11]([O:13][CH2:37][CH2:38][O:39][CH3:40])[CH2:10][CH:9]1[C:14]1[N:15]([CH2:26][O:27][CH2:28][CH2:29][Si:30]([CH3:33])([CH3:32])[CH3:31])[CH:16]=[C:17]([C:19]2[CH:20]=[CH:21][C:22]([Br:25])=[CH:23][CH:24]=2)[N:18]=1)=[O:7])([CH3:4])([CH3:3])[CH3:2].